Dataset: Forward reaction prediction with 1.9M reactions from USPTO patents (1976-2016). Task: Predict the product of the given reaction. (1) Given the reactants [SiH](CC)(CC)CC.B(F)(F)F.CCOCC.[CH2:17]([O:24][C:25]1[CH:30]=[CH:29][C:28]([CH:31](O)[C:32]([CH3:43])([O:36][C:37]2[CH:42]=[CH:41][CH:40]=[CH:39][CH:38]=2)[C:33]([OH:35])=[O:34])=[CH:27][C:26]=1[O:45][CH3:46])[C:18]1[CH:23]=[CH:22][CH:21]=[CH:20][CH:19]=1, predict the reaction product. The product is: [CH2:17]([O:24][C:25]1[CH:30]=[CH:29][C:28]([CH2:31][C:32]([CH3:43])([O:36][C:37]2[CH:38]=[CH:39][CH:40]=[CH:41][CH:42]=2)[C:33]([OH:35])=[O:34])=[CH:27][C:26]=1[O:45][CH3:46])[C:18]1[CH:19]=[CH:20][CH:21]=[CH:22][CH:23]=1. (2) Given the reactants Cl.[Cl:2][C:3]1[CH:4]=[C:5]([C:14]([OH:16])=O)[C:6]2[N:7]([CH:11]=[CH:12][N:13]=2)[C:8]=1[NH:9][CH3:10].[CH3:17][O:18][CH2:19][CH2:20][CH2:21][N:22]1[CH2:27][CH2:26][CH:25]([CH2:28][NH2:29])[CH2:24][CH2:23]1, predict the reaction product. The product is: [Cl:2][C:3]1[CH:4]=[C:5]([C:14]([NH:29][CH2:28][CH:25]2[CH2:24][CH2:23][N:22]([CH2:21][CH2:20][CH2:19][O:18][CH3:17])[CH2:27][CH2:26]2)=[O:16])[C:6]2[N:7]([CH:11]=[CH:12][N:13]=2)[C:8]=1[NH:9][CH3:10]. (3) Given the reactants Cl[C:2]1[N:11]=[C:10]([NH:12][CH2:13][CH:14]([N:21]2[CH2:26][CH2:25][N:24]([CH3:27])[CH2:23][CH2:22]2)[C:15]2[CH:20]=[CH:19][CH:18]=[CH:17][CH:16]=2)[C:9]2[C:4](=[CH:5][CH:6]=[CH:7][CH:8]=2)[N:3]=1.[CH3:28][N:29]([CH3:39])[C:30]1[CH:35]=[CH:34][C:33](B(O)O)=[CH:32][CH:31]=1.CN(C)C1C=CC(C2N=C(NCC(C3C=CC=CC=3)C3NC=CC=3)C3C(=CC=CC=3)N=2)=CC=1, predict the reaction product. The product is: [CH3:28][N:29]([CH3:39])[C:30]1[CH:35]=[CH:34][C:33]([C:2]2[N:11]=[C:10]([NH:12][CH2:13][CH:14]([N:21]3[CH2:26][CH2:25][N:24]([CH3:27])[CH2:23][CH2:22]3)[C:15]3[CH:20]=[CH:19][CH:18]=[CH:17][CH:16]=3)[C:9]3[C:4](=[CH:5][CH:6]=[CH:7][CH:8]=3)[N:3]=2)=[CH:32][CH:31]=1. (4) Given the reactants [F:1][C:2]([F:13])([F:12])[C:3]1[N:8]=[N:7][CH:6]=[C:5]([C:9]([OH:11])=O)[CH:4]=1.[NH2:14][C:15]1[CH:16]=[C:17]([C:22]2[C:27]([F:28])=[C:26]([N:29]3[CH2:34][CH2:33][O:32][CH2:31][CH2:30]3)[N:25]=[C:24]([NH:35][CH2:36][CH2:37][OH:38])[CH:23]=2)[C:18]([CH3:21])=[N:19][CH:20]=1.CCN(C(C)C)C(C)C.C(P1(=O)OP(=O)(CCC)OP(=O)(CCC)O1)CC, predict the reaction product. The product is: [F:28][C:27]1[C:26]([N:29]2[CH2:30][CH2:31][O:32][CH2:33][CH2:34]2)=[N:25][C:24]([NH:35][CH2:36][CH2:37][OH:38])=[CH:23][C:22]=1[C:17]1[C:18]([CH3:21])=[N:19][CH:20]=[C:15]([NH:14][C:9]([C:5]2[CH:4]=[C:3]([C:2]([F:1])([F:13])[F:12])[N:8]=[N:7][CH:6]=2)=[O:11])[CH:16]=1. (5) Given the reactants [N:1]1[N:9]2[C:4]([N:5]=[C:6]3[CH2:15]CCC[CH2:11][C:7]3=[C:8]2[OH:10])=[CH:3][CH:2]=1.C[O:17]C(C1C(=O)COC1)=O.N1NC(N)=CC=1, predict the reaction product. The product is: [N:1]1[N:9]2[C:4]([N:5]=[C:6]3[C:7](=[C:8]2[OH:10])[CH2:11][O:17][CH2:15]3)=[CH:3][CH:2]=1. (6) Given the reactants [NH2:1][C:2]1[N:11]=[C:10]([C:12]([N:14]2[CH2:22][C:21]3[C:16](=[CH:17][CH:18]=[CH:19][CH:20]=3)[CH2:15]2)=[O:13])[C:9]2[C:4](=[CH:5][CH:6]=[C:7]([CH:23]([CH2:29][CH2:30][CH:31]([F:33])[F:32])[C:24]([O:26]CC)=[O:25])[CH:8]=2)[N:3]=1.[OH-].[Na+], predict the reaction product. The product is: [NH2:1][C:2]1[N:11]=[C:10]([C:12]([N:14]2[CH2:22][C:21]3[C:16](=[CH:17][CH:18]=[CH:19][CH:20]=3)[CH2:15]2)=[O:13])[C:9]2[C:4](=[CH:5][CH:6]=[C:7]([CH:23]([CH2:29][CH2:30][CH:31]([F:33])[F:32])[C:24]([OH:26])=[O:25])[CH:8]=2)[N:3]=1. (7) The product is: [N:9]1([C:2]2[N:3]=[CH:4][C:5]([NH2:8])=[N:6][CH:7]=2)[CH2:13][CH2:12][CH2:11][CH2:10]1. Given the reactants Br[C:2]1[N:3]=[CH:4][C:5]([NH2:8])=[N:6][CH:7]=1.[NH:9]1[CH2:13][CH2:12][CH2:11][CH2:10]1, predict the reaction product. (8) Given the reactants [C:1]1([S:7]([N:10]2[C:14]3[N:15]=[CH:16][N:17]=[C:18](Cl)[C:13]=3[CH:12]=[C:11]2[I:20])(=[O:9])=[O:8])[CH:6]=[CH:5][CH:4]=[CH:3][CH:2]=1.[N:21]1([C:27]([O:29][C:30]([CH3:33])([CH3:32])[CH3:31])=[O:28])[CH2:26][CH2:25][NH:24][CH2:23][CH2:22]1.[CH3:34]CN(CC)CC, predict the reaction product. The product is: [C:1]1([S:7]([N:10]2[C:14]3[N:15]=[CH:16][N:17]=[C:18]([N:24]4[CH2:25][CH2:26][N:21]([C:27]([O:29][C:30]([CH3:33])([CH3:32])[CH3:31])=[O:28])[C@H:22]([CH3:34])[CH2:23]4)[C:13]=3[CH:12]=[C:11]2[I:20])(=[O:9])=[O:8])[CH:6]=[CH:5][CH:4]=[CH:3][CH:2]=1. (9) The product is: [C:18]1([C:4]2[CH:3]=[C:2]([C:27]3([OH:30])[CH2:28][CH2:29][S:24][CH2:25][CH2:26]3)[CH:7]=[CH:6][C:5]=2[NH:8][C:9]([C:11]2[NH:12][CH:13]=[C:14]([C:16]#[N:17])[N:15]=2)=[O:10])[CH2:23][CH2:22][CH2:21][CH2:20][CH:19]=1. Given the reactants Br[C:2]1[CH:7]=[CH:6][C:5]([NH:8][C:9]([C:11]2[NH:12][CH:13]=[C:14]([C:16]#[N:17])[N:15]=2)=[O:10])=[C:4]([C:18]2[CH2:23][CH2:22][CH2:21][CH2:20][CH:19]=2)[CH:3]=1.[S:24]1[CH2:29][CH2:28][C:27](=[O:30])[CH2:26][CH2:25]1, predict the reaction product. (10) Given the reactants [F:1][C:2]1[CH:3]=[N:4][C:5]2[C:10]([C:11]=1[CH2:12][CH2:13][C@H:14]1[O:19][CH2:18][C@H:17]([NH2:20])[CH2:16][CH2:15]1)=[N:9][C:8]([O:21][CH3:22])=[CH:7][CH:6]=2.[O:23]1[C:32]2[CH:31]=[C:30]([CH:33]=O)[N:29]=[CH:28][C:27]=2[O:26][CH2:25][CH2:24]1.C(O[BH-](OC(=O)C)OC(=O)C)(=O)C.[Na+].Cl, predict the reaction product. The product is: [O:23]1[C:32]2[CH:31]=[C:30]([CH2:33][NH:20][C@@H:17]3[CH2:16][CH2:15][C@@H:14]([CH2:13][CH2:12][C:11]4[C:10]5[C:5](=[CH:6][CH:7]=[C:8]([O:21][CH3:22])[N:9]=5)[N:4]=[CH:3][C:2]=4[F:1])[O:19][CH2:18]3)[N:29]=[CH:28][C:27]=2[O:26][CH2:25][CH2:24]1.